This data is from Catalyst prediction with 721,799 reactions and 888 catalyst types from USPTO. The task is: Predict which catalyst facilitates the given reaction. (1) Reactant: C([O:3][C:4](=O)[C:5]1[CH:10]=[CH:9][CH:8]=[C:7]([O:11][C:12]2[CH:17]=[CH:16][CH:15]=[CH:14][CH:13]=2)[C:6]=1[CH2:18][N:19]([CH2:30][C:31]([O:33][CH3:34])=[O:32])S(C1C=CC(C)=CC=1)(=O)=O)C.C[O-].[Na+]. Product: [CH3:34][O:33][C:31]([C:30]1[N:19]=[CH:18][C:6]2[C:5]([C:4]=1[OH:3])=[CH:10][CH:9]=[CH:8][C:7]=2[O:11][C:12]1[CH:17]=[CH:16][CH:15]=[CH:14][CH:13]=1)=[O:32]. The catalyst class is: 5. (2) Reactant: [NH2:1][CH2:2][C:3]1[CH:8]=[CH:7][C:6]([NH:9][C:10]2[CH:15]=[CH:14][CH:13]=[CH:12][CH:11]=2)=[CH:5][CH:4]=1.[NH2:16][C:17]1[N:25]=[C:24]([Cl:26])[CH:23]=[CH:22][C:18]=1[C:19](O)=[O:20].F[P-](F)(F)(F)(F)F.N1(O[P+](N(C)C)(N(C)C)N(C)C)C2C=CC=CC=2N=N1.C(N(CC)CC)C. Product: [NH2:16][C:17]1[N:25]=[C:24]([Cl:26])[CH:23]=[CH:22][C:18]=1[C:19]([NH:1][CH2:2][C:3]1[CH:8]=[CH:7][C:6]([NH:9][C:10]2[CH:11]=[CH:12][CH:13]=[CH:14][CH:15]=2)=[CH:5][CH:4]=1)=[O:20]. The catalyst class is: 255. (3) Product: [C:9]([NH:16][C@H:17]([CH2:20][C:21]1[CH:26]=[CH:25][CH:24]=[CH:23][CH:22]=1)[CH2:18][OH:19])([O:11][C:12]([CH3:13])([CH3:14])[CH3:15])=[O:10]. The catalyst class is: 2. Reactant: [C:9](O[C:9]([O:11][C:12]([CH3:15])([CH3:14])[CH3:13])=[O:10])([O:11][C:12]([CH3:15])([CH3:14])[CH3:13])=[O:10].[NH2:16][C@H:17]([CH2:20][C:21]1[CH:26]=[CH:25][CH:24]=[CH:23][CH:22]=1)[CH2:18][OH:19]. (4) Reactant: Cl[CH:2]([C:4]1[C:5]([CH3:20])=[N:6][C:7]([C:10]2[CH:15]=[CH:14][C:13]([C:16]([F:19])([F:18])[F:17])=[CH:12][CH:11]=2)=[CH:8][CH:9]=1)[CH3:3].[C:21]([O:25][C:26](=[O:40])[CH2:27][O:28][C:29]1[CH:34]=[CH:33][C:32]([S:35]C(=O)C)=[CH:31][C:30]=1[CH3:39])([CH3:24])([CH3:23])[CH3:22].C(OC(=O)COC1C=CC(S)=CC=1C)(C)(C)C.C([O-])([O-])=O.[Cs+].[Cs+]. Product: [C:21]([O:25][C:26](=[O:40])[CH2:27][O:28][C:29]1[CH:34]=[CH:33][C:32]([S:35][CH:2]([C:4]2[C:5]([CH3:20])=[N:6][C:7]([C:10]3[CH:15]=[CH:14][C:13]([C:16]([F:19])([F:18])[F:17])=[CH:12][CH:11]=3)=[CH:8][CH:9]=2)[CH3:3])=[CH:31][C:30]=1[CH3:39])([CH3:24])([CH3:23])[CH3:22]. The catalyst class is: 382. (5) Reactant: [CH:1]1([CH2:4][OH:5])[CH2:3][CH2:2]1.[H-].[Na+].Br.Cl[C:10]1[CH:11]=[CH:12][C:13]2[N:14]([C:16]([NH2:19])=[N:17][N:18]=2)[N:15]=1.O. Product: [CH:1]1([CH2:4][O:5][C:10]2[CH:11]=[CH:12][C:13]3[N:14]([C:16]([NH2:19])=[N:17][N:18]=3)[N:15]=2)[CH2:3][CH2:2]1. The catalyst class is: 3. (6) Reactant: [SH:1][C:2]1[CH:7]=[CH:6][CH:5]=[CH:4][C:3]=1[C:8](=O)[CH3:9].[OH-].[K+].Br.Br[CH2:15][CH2:16][NH2:17]. Product: [CH3:9][C:8]1[C:3]2[CH:4]=[CH:5][CH:6]=[CH:7][C:2]=2[S:1][CH2:15][CH2:16][N:17]=1. The catalyst class is: 8. (7) Reactant: [C:1]1([OH:7])[CH:6]=[CH:5][CH:4]=[CH:3][CH:2]=1.[OH-].[Na+].[Br:10][CH2:11][CH2:12]Br. Product: [Br:10][CH2:11][CH2:12][O:7][C:1]1[CH:6]=[CH:5][CH:4]=[CH:3][CH:2]=1. The catalyst class is: 8.